This data is from Full USPTO retrosynthesis dataset with 1.9M reactions from patents (1976-2016). The task is: Predict the reactants needed to synthesize the given product. Given the product [CH3:1][C:2]([CH3:30])([CH3:29])[CH2:3][CH2:4][N:5]1[C:10](=[O:11])[C:9]([C:12]2[NH:17][C:16]3[CH:18]=[CH:19][C:20]([NH:59][S:56]([CH3:55])(=[O:58])=[O:57])=[CH:21][C:15]=3[S:14](=[O:24])(=[O:23])[N:13]=2)=[C:8]([OH:25])[C:7]2=[CH:26][CH:27]=[CH:28][N:6]12, predict the reactants needed to synthesize it. The reactants are: [CH3:1][C:2]([CH3:30])([CH3:29])[CH2:3][CH2:4][N:5]1[C:10](=[O:11])[C:9]([C:12]2[NH:17][C:16]3[CH:18]=[CH:19][C:20](I)=[CH:21][C:15]=3[S:14](=[O:24])(=[O:23])[N:13]=2)=[C:8]([OH:25])[C:7]2=[CH:26][CH:27]=[CH:28][N:6]12.[O-]P(OP(OP([O-])([O-])=O)([O-])=O)(=O)[O-].[K+].[K+].[K+].[K+].[K+].N(CC(O)=O)C.[CH3:55][S:56]([NH2:59])(=[O:58])=[O:57].